From a dataset of Forward reaction prediction with 1.9M reactions from USPTO patents (1976-2016). Predict the product of the given reaction. Given the reactants [C:1]([N:4]1[C:13]2[C:8](=[CH:9][C:10](Br)=[CH:11][CH:12]=2)[C@H:7]([NH:15][C:16](=[O:21])[O:17][CH:18]([CH3:20])[CH3:19])[CH2:6][C@@H:5]1[CH3:22])(=[O:3])[CH3:2].[CH3:23][O:24][CH2:25][N:26]1[CH:30]=[C:29](B2OC(C)(C)C(C)(C)O2)[CH:28]=[N:27]1.C([O-])([O-])=O.[K+].[K+].CCO, predict the reaction product. The product is: [C:1]([N:4]1[C:13]2[C:8](=[CH:9][C:10]([C:29]3[CH:28]=[N:27][N:26]([CH2:25][O:24][CH3:23])[CH:30]=3)=[CH:11][CH:12]=2)[C@H:7]([NH:15][C:16](=[O:21])[O:17][CH:18]([CH3:20])[CH3:19])[CH2:6][C@@H:5]1[CH3:22])(=[O:3])[CH3:2].